Predict the product of the given reaction. From a dataset of Forward reaction prediction with 1.9M reactions from USPTO patents (1976-2016). Given the reactants [Cl-:1].[C@H:2]1([CH2:15][NH+:16]([CH3:18])[CH3:17])[C:14]2[N:6]([N:7]=[C:8]3[C:13]=2[CH:12]=[CH:11][CH:10]=[CH:9]3)[CH2:5][CH2:4][O:3]1.[Cl-].[CH:20]1(C[NH2+]C)C2N(N=C3C=2C=CC=C3)CCCO1, predict the reaction product. The product is: [Cl-:1].[CH:2]1([CH2:15][NH+:16]([CH3:18])[CH3:17])[C:14]2[N:6]([N:7]=[C:8]3[C:13]=2[CH:12]=[CH:11][CH:10]=[CH:9]3)[CH2:5][CH2:4][CH2:20][O:3]1.